From a dataset of Catalyst prediction with 721,799 reactions and 888 catalyst types from USPTO. Predict which catalyst facilitates the given reaction. (1) Reactant: [C@@H:1]1([N:9]2[CH:16]=[CH:15][C:13]([NH2:14])=[N:12][C:10]2=[O:11])[O:8][C@H:5]([CH2:6][OH:7])[C@@H:3]([OH:4])[CH2:2]1.C[Si](Cl)(C)C.[CH3:22][CH:23]([CH2:28][C:29]([CH3:32])([CH3:31])[CH3:30])[CH2:24][C:25](Cl)=[O:26].N. Product: [CH3:22][CH:23]([CH2:28][C:29]([CH3:32])([CH3:31])[CH3:30])[CH2:24][C:25]([NH:14][C:13]1[CH:15]=[CH:16][N:9]([C@@H:1]2[O:8][C@H:5]([CH2:6][OH:7])[C@@H:3]([OH:4])[CH2:2]2)[C:10](=[O:11])[N:12]=1)=[O:26]. The catalyst class is: 17. (2) Reactant: [Cl:1][CH2:2][CH2:3][N:4]=[C:5]=[O:6].[C:7]1([CH3:14])[CH:12]=[CH:11][CH:10]=[C:9]([NH2:13])[CH:8]=1.CO. The catalyst class is: 308. Product: [Cl:1][CH2:2][CH2:3][NH:4][C:5]([NH:13][C:9]1[CH:8]=[C:7]([CH3:14])[CH:12]=[CH:11][CH:10]=1)=[O:6]. (3) Reactant: [CH3:1][N:2]([CH3:19])[CH:3]1[CH2:7][CH2:6][N:5]([C:8]2[CH:18]=[CH:17][C:11]([C:12](OCC)=[O:13])=[CH:10][CH:9]=2)[CH2:4]1.O.[NH2:21][NH2:22]. Product: [CH3:1][N:2]([CH3:19])[CH:3]1[CH2:7][CH2:6][N:5]([C:8]2[CH:18]=[CH:17][C:11]([C:12]([NH:21][NH2:22])=[O:13])=[CH:10][CH:9]=2)[CH2:4]1. The catalyst class is: 8.